Task: Predict which catalyst facilitates the given reaction.. Dataset: Catalyst prediction with 721,799 reactions and 888 catalyst types from USPTO Reactant: Cl[C:2]1[N:3]=[N:4][C:5]([N:8]2[CH2:13][CH2:12][CH:11]([O:14][C:15]3[CH:20]=[CH:19][CH:18]=[CH:17][C:16]=3[C:21]([F:24])([F:23])[F:22])[CH2:10][CH2:9]2)=[CH:6][CH:7]=1.CC([O-])=[O:27].[K+]. Product: [F:22][C:21]([F:24])([F:23])[C:16]1[CH:17]=[CH:18][CH:19]=[CH:20][C:15]=1[O:14][CH:11]1[CH2:12][CH2:13][N:8]([C:5]2[N:4]=[N:3][C:2]([OH:27])=[CH:7][CH:6]=2)[CH2:9][CH2:10]1. The catalyst class is: 313.